Dataset: NCI-60 drug combinations with 297,098 pairs across 59 cell lines. Task: Regression. Given two drug SMILES strings and cell line genomic features, predict the synergy score measuring deviation from expected non-interaction effect. (1) Drug 1: C1=NC2=C(N=C(N=C2N1C3C(C(C(O3)CO)O)O)F)N. Drug 2: B(C(CC(C)C)NC(=O)C(CC1=CC=CC=C1)NC(=O)C2=NC=CN=C2)(O)O. Cell line: LOX IMVI. Synergy scores: CSS=21.3, Synergy_ZIP=-3.09, Synergy_Bliss=-9.53, Synergy_Loewe=-62.6, Synergy_HSA=-11.1. (2) Drug 1: CN1C2=C(C=C(C=C2)N(CCCl)CCCl)N=C1CCCC(=O)O.Cl. Drug 2: C1CC(=O)NC(=O)C1N2C(=O)C3=CC=CC=C3C2=O. Cell line: LOX IMVI. Synergy scores: CSS=9.83, Synergy_ZIP=-1.81, Synergy_Bliss=0.255, Synergy_Loewe=1.50, Synergy_HSA=1.96. (3) Drug 1: C1=C(C(=O)NC(=O)N1)F. Drug 2: N.N.Cl[Pt+2]Cl. Cell line: HOP-62. Synergy scores: CSS=31.1, Synergy_ZIP=-6.11, Synergy_Bliss=-6.66, Synergy_Loewe=-11.7, Synergy_HSA=-10.6. (4) Drug 1: CNC(=O)C1=NC=CC(=C1)OC2=CC=C(C=C2)NC(=O)NC3=CC(=C(C=C3)Cl)C(F)(F)F. Drug 2: C(CN)CNCCSP(=O)(O)O. Cell line: CAKI-1. Synergy scores: CSS=-4.71, Synergy_ZIP=4.63, Synergy_Bliss=1.15, Synergy_Loewe=-3.63, Synergy_HSA=-5.21.